Binary Classification. Given a drug SMILES string, predict its activity (active/inactive) in a high-throughput screening assay against a specified biological target. From a dataset of KCNQ2 potassium channel screen with 302,405 compounds. The molecule is O=C(N1C(Cc2c1cccc2)C)Cn1nc(nn1)c1c(NC(=O)CC)cccc1. The result is 0 (inactive).